From a dataset of TCR-epitope binding with 47,182 pairs between 192 epitopes and 23,139 TCRs. Binary Classification. Given a T-cell receptor sequence (or CDR3 region) and an epitope sequence, predict whether binding occurs between them. (1) The epitope is FLRGRAYGL. The TCR CDR3 sequence is CATYDIVPFGDEQFF. Result: 0 (the TCR does not bind to the epitope). (2) Result: 1 (the TCR binds to the epitope). The epitope is YLDAYNMMI. The TCR CDR3 sequence is CASSWTSGNTIYF.